Dataset: NCI-60 drug combinations with 297,098 pairs across 59 cell lines. Task: Regression. Given two drug SMILES strings and cell line genomic features, predict the synergy score measuring deviation from expected non-interaction effect. (1) Drug 1: C1=NC2=C(N=C(N=C2N1C3C(C(C(O3)CO)O)O)F)N. Drug 2: N.N.Cl[Pt+2]Cl. Cell line: NCI-H226. Synergy scores: CSS=10.4, Synergy_ZIP=-4.13, Synergy_Bliss=-2.69, Synergy_Loewe=-1.79, Synergy_HSA=-1.26. (2) Drug 1: CCC(=C(C1=CC=CC=C1)C2=CC=C(C=C2)OCCN(C)C)C3=CC=CC=C3.C(C(=O)O)C(CC(=O)O)(C(=O)O)O. Drug 2: CC(C)(C#N)C1=CC(=CC(=C1)CN2C=NC=N2)C(C)(C)C#N. Cell line: HOP-62. Synergy scores: CSS=-2.30, Synergy_ZIP=0.418, Synergy_Bliss=-1.44, Synergy_Loewe=-1.93, Synergy_HSA=-4.46. (3) Drug 1: C1=CC=C(C=C1)NC(=O)CCCCCCC(=O)NO. Synergy scores: CSS=0.988, Synergy_ZIP=1.13, Synergy_Bliss=1.62, Synergy_Loewe=-1.33, Synergy_HSA=-1.19. Drug 2: C1=NNC2=C1C(=O)NC=N2. Cell line: EKVX.